Dataset: Drug-target binding data from BindingDB using Ki measurements. Task: Regression. Given a target protein amino acid sequence and a drug SMILES string, predict the binding affinity score between them. We predict pKi (pKi = -log10(Ki in M); higher means stronger inhibition). Dataset: bindingdb_ki. (1) The pKi is 5.0. The small molecule is Cn1cc(C(=O)OCC2CCN(CCNS(C)(=O)=O)CC2)c2ccccc21. The target protein (Q8K418) has sequence MSQRQPQSPNQTLISITNDTETSSSAVSNDTTPKGWTGDNSPGIEALCAIYITYAVIISVGILGNAILIKVFFKTKSMQTVPNIFITSLAFGDLLLLLTCVPVDATHYLAEGWLFGKVGCKVLSFIRLTSVGVSVFTLTILSADRYKAVVKPLERQPSNAILKTCAKAGGIWIMAMIFALPEAIFSNVYTFQDPNRNVTFESCNSYPISERLLQEIHSLLCFLVFYIIPLSIISVYYSLIARTLYKSTLNIPTEEQSHARKQIESRKRIAKTVLVLVALFALCWLPNHLLYLYHSFTYESYAEPSDVPFVVTIFSRVLAFSNSCVNPFALYWLSKTFQKHFKAQLCCFKAEQPEPPLGDTPLNNLTVMGRVPATGSAHVSEISVTLFSGSTAKKGEDKV. (2) The compound is CC(c1cnc[nH]1)c1scc(Br)c1Br. The target protein (P25100) has sequence MTFRDLLSVSFEGPRPDSSAGGSSAGGGGGSAGGAAPSEGPAVGGVPGGAGGGGGVVGAGSGEDNRSSAGEPGSAGAGGDVNGTAAVGGLVVSAQGVGVGVFLAAFILMAVAGNLLVILSVACNRHLQTVTNYFIVNLAVADLLLSATVLPFSATMEVLGFWAFGRAFCDVWAAVDVLCCTASILSLCTISVDRYVGVRHSLKYPAIMTERKAAAILALLWVVALVVSVGPLLGWKEPVPPDERFCGITEEAGYAVFSSVCSFYLPMAVIVVMYCRVYVVARSTTRSLEAGVKRERGKASEVVLRIHCRGAATGADGAHGMRSAKGHTFRSSLSVRLLKFSREKKAAKTLAIVVGVFVLCWFPFFFVLPLGSLFPQLKPSEGVFKVIFWLGYFNSCVNPLIYPCSSREFKRAFLRLLRCQCRRRRRRRPLWRVYGHHWRASTSGLRQDCAPSSGDAPPGAPLALTALPDPDPEPPGTPEMQAPVASRRKPPSAFREWRLL.... The pKi is 9.3. (3) The compound is C#CCCCC(O)CCCCCCCCCCC(=O)O. The target protein (P10611) has sequence MSVSALSPTRLPGSLSGLLQVAALLGLLLLLLKAAQLYLHRQWLLRALQQFPCPPFHWLLGHSREFQNDQELERIQKWVEKFPGACPWWLSGNKARLLVYDPDYLKVILGRSDPKAPRNYKLMTPWIGYGLLLLDGQTWFQHRRMLTPAFHYDILKPYVGLMVDSVQIMLDRWEQLISQDSSLEIFQHVSLMTLDTIMKCAFSYQGSVQLDRNSHSYIQAINDLNNLVFYRARNVFHQSDFLYRLSPEGRLFHRACQLAHEHTDRVIQQRKAQLQQEGELEKVRRKRRLDFLDVLLFAKMENGSSLSDQDLRAEVDTFMFEGHDTTASGVSWIFYALATHPEHQHRCREEIQGLLGDGASITWEHLDQMPYTTMCIKEALRLYPPVPSVTRQLSKPVTFPDGRSLPKGVILFLSIYGLHYNPKVWQNPEVFDPFRFAPDSAYHSHAFLPFSGGARNCIGKQFAMRELKVAVALTLVRFELLPDPTRIPIPIARVVLKSKN.... The pKi is 5.3. (4) The drug is N[C@@H](Cc1o[nH]c(=O)c1-c1ccccc1O)C(=O)O. The target protein (P31423) has sequence MSGKGGWAWWWARLPLCLLLSLYAPWVPSSLGKPKGHPHMNSIRIDGDITLGGLFPVHGRGSEGKACGELKKEKGIHRLEAMLFALDRINNDPDLLPNITLGARILDTCSRDTHALEQSLTFVQALIEKDGTEVRCGSGGPPIITKPERVVGVIGASGSSVSIMVANILRLFKIPQISYASTAPDLSDNSRYDFFSRVVPSDTYQAQAMVDIVRALKWNYVSTLASEGSYGESGVEAFIQKSRENGGVCIAQSVKIPREPKTGEFDKIIKRLLETSNARGIIIFANEDDIRRVLEAARRANQTGHFFWMGSDSWGSKSAPVLRLEEVAEGAVTILPKRMSVRGFDRYFSSRTLDNNRRNIWFAEFWEDNFHCKLSRHALKKGSHIKKCTNRERIGQDSAYEQEGKVQFVIDAVYAMGHALHAMHRDLCPGRVGLCPRMDPVDGTQLLKYIRNVNFSGIAGNPVTFNENGDAPGRYDIYQYQLRNGSAEYKVIGSWTDHLH.... The pKi is 3.0. (5) The drug is CC1=NN(c2nc(-c3ccccc3)cs2)C(=O)/C1=C/c1ccccc1. The target protein (Q07812) has sequence MDGSGEQPRGGGPTSSEQIMKTGALLLQGFIQDRAGRMGGEAPELALDPVPQDASTKKLSECLKRIGDELDSNMELQRMIAAVDTDSPREVFFRVAADMFSDGNFNWGRVVALFYFASKLVLKALCTKVPELIRTIMGWTLDFLRERLLGWIQDQGGWDGLLSYFGTPTWQTVTIFVAGVLTASLTIWKKMG. The pKi is 5.6. (6) The pKi is 7.8. The target protein (Q9WTV9) has sequence MSFPRGSYDPAASNSSPWWPLSAEDANSSWEAAGHQKGSDPSGDVRNEELAKLEIAVLAVIFVVAVLGNSSVLLALHRTPRKTSRMHLFIRHLSLADLAVAFFQVLPQLCWDITYRFRGPDWLCRVVKHLQVFAMFASAYMLVVMTADRYIAVCHPLKTLQQPTRRSRLMIAASWVLSFLLSTPQYFIFSMIEIEVNNGTKTQDCWATFIQPWGTRAYVTWMTSGVFVVPVVILGTCYGFICYHIWRNVRGKTASRQSKGSGEDVAPFHKGLLVTPCVSSVKTISRAKIRTVKMTFVIVTAYILCWAPFFIVQMWSVWDDNFIWTDSENPSITITALLASLNSCCNPWIYMFFSGHLLQDCVQSFPCCQRMVQKFTKDDSDNMSRRHTSYSNNRSPTNSTGTWKDSPKSSRSIRFIPVST. The compound is CS(=O)(=O)N1CCC(Oc2ccc(CC(=O)N3CCC(N4C(=O)CCc5ccccc54)CC3)c(OC/C=C\I)c2)CC1.